Dataset: Full USPTO retrosynthesis dataset with 1.9M reactions from patents (1976-2016). Task: Predict the reactants needed to synthesize the given product. (1) Given the product [N+:1]([C:4]1[CH:9]=[CH:8][C:7]([C:11]2[CH:16]=[CH:15][CH:14]=[CH:13][CH:12]=2)=[CH:6][CH:5]=1)([O-:3])=[O:2], predict the reactants needed to synthesize it. The reactants are: [N+:1]([C:4]1[CH:9]=[CH:8][C:7](Br)=[CH:6][CH:5]=1)([O-:3])=[O:2].[C:11]1(B(O)O)[CH:16]=[CH:15][CH:14]=[CH:13][CH:12]=1. (2) Given the product [C:1]([CH:3]1[CH2:6][N:5]([C:7](=[O:43])[C@H:8]([NH:12][C:13]([C:15]2[C:23]3[C:18](=[N:19][CH:20]=[C:21]([C:24]4[C:32]5[C:27](=[CH:28][C:29]([Cl:33])=[CH:30][CH:31]=5)[N:26]([CH3:34])[N:25]=4)[N:22]=3)[NH:17][CH:16]=2)=[O:14])[CH2:9][O:10][CH3:11])[CH2:4]1)#[N:2], predict the reactants needed to synthesize it. The reactants are: [C:1]([CH:3]1[CH2:6][N:5]([C:7](=[O:43])[C@H:8]([NH:12][C:13]([C:15]2[C:23]3[C:18](=[N:19][CH:20]=[C:21]([C:24]4[C:32]5[C:27](=[CH:28][C:29]([Cl:33])=[CH:30][CH:31]=5)[N:26]([CH3:34])[N:25]=4)[N:22]=3)[N:17](COCC[Si](C)(C)C)[CH:16]=2)=[O:14])[CH2:9][O:10][CH3:11])[CH2:4]1)#[N:2].C(O)(C(F)(F)F)=O.C(N)CN. (3) Given the product [Br:14][C:15]1[CH:20]([CH:22]2[CH2:24][CH2:23]2)[C:19]([F:21])=[CH:18][N:17]([C:2]([O:4][C:5]2[CH:10]=[CH:9][CH:8]=[CH:7][CH:6]=2)=[O:3])[CH:16]=1, predict the reactants needed to synthesize it. The reactants are: Cl[C:2]([O:4][C:5]1[CH:10]=[CH:9][CH:8]=[CH:7][CH:6]=1)=[O:3].CSC.[Br:14][C:15]1[CH:16]=[N:17][CH:18]=[C:19]([F:21])[CH:20]=1.[CH:22]1([Mg]Br)[CH2:24][CH2:23]1. (4) Given the product [CH2:3]([N:5]([C:11]1[C:12]([F:22])=[C:13]([C:18]([F:21])=[CH:19][CH:20]=1)[C:14]([OH:16])=[O:15])[S:6](=[O:9])(=[O:10])[NH:7][CH3:8])[CH3:4], predict the reactants needed to synthesize it. The reactants are: [OH-].[Na+].[CH2:3]([N:5]([C:11]1[C:12]([F:22])=[C:13]([C:18]([F:21])=[CH:19][CH:20]=1)[C:14]([O:16]C)=[O:15])[S:6](=[O:10])(=[O:9])[NH:7][CH3:8])[CH3:4]. (5) Given the product [CH3:12][Si:11]([CH3:14])([CH3:13])[C:9]#[C:10][C:5]1[N:4]=[CH:3][C:2]([NH2:1])=[CH:7][CH:6]=1, predict the reactants needed to synthesize it. The reactants are: [NH2:1][C:2]1[CH:3]=[N:4][C:5](Br)=[CH:6][CH:7]=1.[C:9]([Si:11]([CH3:14])([CH3:13])[CH3:12])#[CH:10].CC#N.CN(C=O)C.